From a dataset of Reaction yield outcomes from USPTO patents with 853,638 reactions. Predict the reaction yield, written as a fraction of the theoretical maximum amount of product (1.0 means a 100% yield; for example, 0.34 means a 34% yield). (1) The reactants are [Br:1][C:2]1[CH:3]=[CH:4][C:5]([NH2:8])=[N:6][CH:7]=1.[H-].[Na+].[H][H].Cl[CH2:14][CH2:15][O:16][CH3:17]. The catalyst is CN(C=O)C. The product is [Br:1][C:2]1[CH:3]=[CH:4][C:5]([NH:8][CH2:14][CH2:15][O:16][CH3:17])=[N:6][CH:7]=1. The yield is 0.530. (2) The reactants are [C:1]([O:5][C:6]([N:8]1[CH2:13][CH2:12][CH:11]([O:14][C:15]2[C:16]([C:32](OC)=[O:33])=[N:17][N:18]([C:22]3[CH:27]=[CH:26][C:25]([S:28]([CH3:31])(=[O:30])=[O:29])=[CH:24][CH:23]=3)[C:19](=[O:21])[CH:20]=2)[CH2:10][CH2:9]1)=[O:7])([CH3:4])([CH3:3])[CH3:2].[BH4-].[Na+].CCOC(C)=O.O. The catalyst is C1COCC1.CO. The product is [OH:33][CH2:32][C:16]1[C:15]([O:14][CH:11]2[CH2:10][CH2:9][N:8]([C:6]([O:5][C:1]([CH3:4])([CH3:3])[CH3:2])=[O:7])[CH2:13][CH2:12]2)=[CH:20][C:19](=[O:21])[N:18]([C:22]2[CH:23]=[CH:24][C:25]([S:28]([CH3:31])(=[O:30])=[O:29])=[CH:26][CH:27]=2)[N:17]=1. The yield is 0.950. (3) The reactants are [CH:1]([C:3]1[NH:7][C:6]([CH3:8])=[C:5]([C:9]([OH:11])=O)[C:4]=1[CH3:12])=[O:2].[N:13]1([CH2:18][CH2:19][NH2:20])[CH:17]=[CH:16][N:15]=[N:14]1. No catalyst specified. The product is [N:13]1([CH2:18][CH2:19][NH:20][C:9]([C:5]2[C:4]([CH3:12])=[C:3]([CH:1]=[O:2])[NH:7][C:6]=2[CH3:8])=[O:11])[CH:17]=[CH:16][N:15]=[N:14]1. The yield is 0.980. (4) The reactants are [C:1]([C:5]1[CH:6]=[C:7]([NH:29][C:30]([NH:32][C@@H:33]2[C:42]3[C:37](=[CH:38][CH:39]=[CH:40][CH:41]=3)[C@H:36]([O:43][C:44]3[CH:45]=[CH:46][C:47]4[N:48]([C:50]([N:53]5[CH2:58][CH2:57][CH2:56][CH2:55][C@@H:54]5[CH3:59])=[N:51][N:52]=4)[CH:49]=3)[CH2:35][CH2:34]2)=[O:31])[N:8]([C:10]2[CH:15]=[CH:14][C:13]([O:16][Si:17]([CH:24]([CH3:26])[CH3:25])([CH:21]([CH3:23])[CH3:22])[CH:18]([CH3:20])[CH3:19])=[C:12]([CH2:27]Cl)[CH:11]=2)[N:9]=1)([CH3:4])([CH3:3])[CH3:2].[CH3:60][N:61]1[CH2:66][CH2:65][NH:64][CH2:63][CH2:62]1. The catalyst is C1COCC1. The product is [C:1]([C:5]1[CH:6]=[C:7]([NH:29][C:30]([NH:32][C@@H:33]2[C:42]3[C:37](=[CH:38][CH:39]=[CH:40][CH:41]=3)[C@H:36]([O:43][C:44]3[CH:45]=[CH:46][C:47]4[N:48]([C:50]([N:53]5[CH2:58][CH2:57][CH2:56][CH2:55][C@@H:54]5[CH3:59])=[N:51][N:52]=4)[CH:49]=3)[CH2:35][CH2:34]2)=[O:31])[N:8]([C:10]2[CH:15]=[CH:14][C:13]([O:16][Si:17]([CH:24]([CH3:26])[CH3:25])([CH:21]([CH3:23])[CH3:22])[CH:18]([CH3:20])[CH3:19])=[C:12]([CH2:27][N:64]3[CH2:65][CH2:66][N:61]([CH3:60])[CH2:62][CH2:63]3)[CH:11]=2)[N:9]=1)([CH3:4])([CH3:3])[CH3:2]. The yield is 0.550. (5) The reactants are Cl.Cl.[NH2:3][C:4]1[CH:9]=[CH:8][N:7]=[C:6](/[CH:10]=[CH:11]\[C:12]2[CH:13]=[C:14]([NH:18][C:19]3[C:24]([Cl:25])=[CH:23][N:22]=[C:21](Cl)[N:20]=3)[CH:15]=[CH:16][CH:17]=2)[CH:5]=1.C(N(CC)CC)C.CC1(C)C2C=CC=C(P(C3C=CC=CC=3)C3C=CC=CC=3)C=2OC2C1=CC=CC=2P(C1C=CC=CC=1)C1C=CC=CC=1.C(=O)([O-])[O-].[Cs+].[Cs+]. The catalyst is O1CCOCC1.C([O-])(=O)C.[Pd+2].C([O-])(=O)C. The product is [Cl:25][C:24]1[CH:23]=[N:22][C:21]2[NH:3][C:4]3[CH:9]=[CH:8][N:7]=[C:6]([CH:5]=3)[CH:10]=[CH:11][C:12]3[CH:13]=[C:14]([NH:18][C:19]=1[N:20]=2)[CH:15]=[CH:16][CH:17]=3. The yield is 0.350. (6) The reactants are [Cl:1][C:2]1[N:3]([CH2:10][C@:11]2([CH3:14])[CH2:13][O:12]2)[CH:4]=[C:5]([N+:7]([O-:9])=[O:8])[N:6]=1.[N:15]1([N:21]=[CH:22][C:23]2[CH:28]=[CH:27][C:26]([C:29]([F:32])([F:31])[F:30])=[CH:25][CH:24]=2)[CH2:20][CH2:19][NH:18][CH2:17][CH2:16]1. The catalyst is CN(C=O)C. The product is [Cl:1][C:2]1[N:3]([CH2:10][C@@:11]([CH3:14])([OH:12])[CH2:13][N:18]2[CH2:17][CH2:16][N:15]([N:21]=[CH:22][C:23]3[CH:24]=[CH:25][C:26]([C:29]([F:31])([F:32])[F:30])=[CH:27][CH:28]=3)[CH2:20][CH2:19]2)[CH:4]=[C:5]([N+:7]([O-:9])=[O:8])[N:6]=1. The yield is 0.850. (7) The reactants are [F:1][C:2]1[CH:7]=[CH:6][C:5]([N:8]2[C:17]3[C:12](=[N:13][CH:14]=[C:15]([CH2:18][C:19]4[CH:24]=[CH:23][C:22]([F:25])=[CH:21][CH:20]=4)[CH:16]=3)[C:11]([OH:26])=[C:10]([C:27](OCC)=[O:28])[C:9]2=[O:32])=[CH:4][CH:3]=1.[NH2:33][CH:34]([CH3:37])[CH2:35][OH:36]. No catalyst specified. The product is [F:1][C:2]1[CH:3]=[CH:4][C:5]([N:8]2[C:17]3[C:12](=[N:13][CH:14]=[C:15]([CH2:18][C:19]4[CH:24]=[CH:23][C:22]([F:25])=[CH:21][CH:20]=4)[CH:16]=3)[C:11]([OH:26])=[C:10]([C:27]([NH:33][CH:34]([CH3:37])[CH2:35][OH:36])=[O:28])[C:9]2=[O:32])=[CH:6][CH:7]=1. The yield is 0.440.